Dataset: Catalyst prediction with 721,799 reactions and 888 catalyst types from USPTO. Task: Predict which catalyst facilitates the given reaction. (1) Reactant: C(NC(C)C)(C)C.C([Li])CCC.[Br:13][C:14]1[CH:19]=[CH:18][C:17]([O:20][CH2:21][O:22][CH3:23])=[C:16]([F:24])[CH:15]=1.[Cl-].[NH4+].[O:27]1CCC[CH2:28]1. Product: [Br:13][C:14]1[C:15]([CH:28]=[O:27])=[C:16]([F:24])[C:17]([O:20][CH2:21][O:22][CH3:23])=[CH:18][CH:19]=1. The catalyst class is: 9. (2) Reactant: [CH3:1][N:2]1[CH:11]=[CH:10][C:9]2[C:4](=[CH:5][CH:6]=[C:7](F)[CH:8]=2)[C:3]1=[O:13].[NH2:14][NH2:15]. Product: [CH3:1][N:2]1[CH:11]=[CH:10][C:9]2[C:4](=[CH:5][CH:6]=[C:7]([NH:14][NH2:15])[CH:8]=2)[C:3]1=[O:13]. The catalyst class is: 12. (3) Reactant: Cl[C:2]1[C:11]2=[N:12][N:13](CC3C=CC(OC)=CC=3)[CH:14]=[C:10]2[C:9]2[CH:8]=[C:7]([O:24][CH3:25])[CH:6]=[CH:5][C:4]=2[N:3]=1.[O:26]1[C:30]2[CH:31]=[CH:32][C:33]([NH2:35])=[CH:34][C:29]=2[O:28][CH2:27]1.Cl. Product: [O:26]1[C:30]2[CH:31]=[CH:32][C:33]([NH:35][C:2]3[C:11]4=[N:12][NH:13][CH:14]=[C:10]4[C:9]4[CH:8]=[C:7]([O:24][CH3:25])[CH:6]=[CH:5][C:4]=4[N:3]=3)=[CH:34][C:29]=2[O:28][CH2:27]1. The catalyst class is: 71. (4) Reactant: [CH:1]1([CH2:6][C@H:7]([CH2:11][NH:12][O:13][CH:14]2[CH2:19][CH2:18][CH2:17][CH2:16][O:15]2)[C:8]([OH:10])=[O:9])[CH2:5][CH2:4][CH2:3][CH2:2]1.CC1SC(=S)N([CH:27]=[O:28])N=1. Product: [CH:1]1([CH2:6][C@H:7]([CH2:11][N:12]([CH:27]=[O:28])[O:13][CH:14]2[CH2:19][CH2:18][CH2:17][CH2:16][O:15]2)[C:8]([OH:10])=[O:9])[CH2:5][CH2:4][CH2:3][CH2:2]1. The catalyst class is: 21. (5) Reactant: CC(C)([O-])C.[K+].[C:7]([NH:14][C:15]([O:17][C:18]([CH3:21])([CH3:20])[CH3:19])=[O:16])([O:9][C:10]([CH3:13])([CH3:12])[CH3:11])=[O:8].Br[CH2:23][CH:24]=[C:25]([CH3:27])[CH3:26].C(=O)(O)[O-].[Na+]. Product: [CH3:26][C:25]([CH3:27])=[CH:24][CH2:23][N:14]([C:7]([O:9][C:10]([CH3:12])([CH3:13])[CH3:11])=[O:8])[C:15]([O:17][C:18]([CH3:21])([CH3:20])[CH3:19])=[O:16]. The catalyst class is: 7. (6) Reactant: CS(OCC1OCCN(C2C=C(C#N)C=C(N[C:22]3[N:27]=[C:26]([N:28]([CH:38]4[CH2:40][CH2:39]4)[CH2:29][C:30]4[CH:35]=[CH:34][C:33]([O:36][CH3:37])=[CH:32][CH:31]=4)[C:25]4=[N:41][CH:42]=[C:43]([C:44]#[N:45])[N:24]4[N:23]=3)C=2Cl)C1)(=O)=O.COC1C=CC(CN)=CC=1.C(=O)([O-])[O-].[K+].[K+]. Product: [CH:38]1([N:28]([CH2:29][C:30]2[CH:31]=[CH:32][C:33]([O:36][CH3:37])=[CH:34][CH:35]=2)[C:26]2[C:25]3=[N:41][CH:42]=[C:43]([C:44]#[N:45])[N:24]3[N:23]=[CH:22][N:27]=2)[CH2:40][CH2:39]1. The catalyst class is: 744. (7) Reactant: [BH3-]C#N.[Na+].[Cl:5][C:6]1[CH:11]=[CH:10][C:9]([CH:12]=[N:13][NH:14][C:15]([O:17][C:18]([CH3:21])([CH3:20])[CH3:19])=[O:16])=[CH:8][CH:7]=1.C(O)(=O)C.C([O-])(O)=O.[Na+]. The catalyst class is: 375. Product: [C:18]([O:17][C:15]([NH:14][NH:13][CH2:12][C:9]1[CH:10]=[CH:11][C:6]([Cl:5])=[CH:7][CH:8]=1)=[O:16])([CH3:21])([CH3:19])[CH3:20].